Dataset: Forward reaction prediction with 1.9M reactions from USPTO patents (1976-2016). Task: Predict the product of the given reaction. (1) Given the reactants C(N(C(C)C)CC)(C)C.[F:10][C:11]1[CH:12]=[C:13]([CH:17]=[CH:18][CH:19]=1)[C:14](Cl)=[O:15].[NH2:20][C:21]1[S:22][CH:23]=[C:24]([C:26]([NH:28][CH:29]2[CH2:34][CH2:33][N:32]([CH2:35][C:36]3[CH:41]=[CH:40][CH:39]=[CH:38][CH:37]=3)[CH2:31][CH2:30]2)=[O:27])[N:25]=1, predict the reaction product. The product is: [CH2:35]([N:32]1[CH2:33][CH2:34][CH:29]([NH:28][C:26]([C:24]2[N:25]=[C:21]([NH:20][C:14](=[O:15])[C:13]3[CH:17]=[CH:18][CH:19]=[C:11]([F:10])[CH:12]=3)[S:22][CH:23]=2)=[O:27])[CH2:30][CH2:31]1)[C:36]1[CH:41]=[CH:40][CH:39]=[CH:38][CH:37]=1. (2) Given the reactants N#N.[CH3:3][O:4][CH2:5][C:6]1[S:10][C:9]([CH2:11][N:12]2[N:16]=[C:15]([N+:17]([O-])=O)[CH:14]=[N:13]2)=[N:8][CH:7]=1.[NH4+].[Cl-], predict the reaction product. The product is: [CH3:3][O:4][CH2:5][C:6]1[S:10][C:9]([CH2:11][N:12]2[N:16]=[C:15]([NH2:17])[CH:14]=[N:13]2)=[N:8][CH:7]=1.